Dataset: NCI-60 drug combinations with 297,098 pairs across 59 cell lines. Task: Regression. Given two drug SMILES strings and cell line genomic features, predict the synergy score measuring deviation from expected non-interaction effect. Drug 1: C1CCC(CC1)NC(=O)N(CCCl)N=O. Drug 2: C1=CN(C(=O)N=C1N)C2C(C(C(O2)CO)O)O.Cl. Cell line: MOLT-4. Synergy scores: CSS=80.0, Synergy_ZIP=0.398, Synergy_Bliss=0.331, Synergy_Loewe=-4.50, Synergy_HSA=1.39.